The task is: Predict the reactants needed to synthesize the given product.. This data is from Full USPTO retrosynthesis dataset with 1.9M reactions from patents (1976-2016). (1) Given the product [Cl:1][C:2]1[C:10]([O:11][CH2:12][CH3:13])=[CH:9][C:5]([CH2:6][OH:7])=[CH:4][C:3]=1[N:14]1[CH2:15][CH2:16][S:17](=[O:21])(=[O:20])[CH2:18][CH2:19]1, predict the reactants needed to synthesize it. The reactants are: [Cl:1][C:2]1[C:10]([O:11][CH2:12][CH3:13])=[CH:9][C:5]([C:6](O)=[O:7])=[CH:4][C:3]=1[N:14]1[CH2:19][CH2:18][S:17](=[O:21])(=[O:20])[CH2:16][CH2:15]1.B. (2) Given the product [CH2:17]([N:8]1[C:9]2[C:5](=[CH:4][C:3]([O:2][CH3:1])=[CH:11][CH:10]=2)[C:6]([C:12]([O:14][CH2:6][C:5]2[CH:9]=[CH:10][CH:11]=[CH:3][CH:4]=2)=[O:13])=[N:7]1)[C:18]1[CH:23]=[CH:22][CH:21]=[CH:20][CH:19]=1, predict the reactants needed to synthesize it. The reactants are: [CH3:1][O:2][C:3]1[CH:4]=[C:5]2[C:9](=[CH:10][CH:11]=1)[NH:8][N:7]=[C:6]2[C:12]([OH:14])=[O:13].[H-].[Na+].[CH2:17](Cl)[C:18]1[CH:23]=[CH:22][CH:21]=[CH:20][CH:19]=1.O. (3) Given the product [F:13][C:10]([F:11])([F:12])[S:7]([O:6][CH2:26][C:25]([F:24])([CH3:29])[CH3:28])(=[O:8])=[O:9], predict the reactants needed to synthesize it. The reactants are: FC(F)(F)S([O:6][S:7]([C:10]([F:13])([F:12])[F:11])(=[O:9])=[O:8])(=O)=O.N1C(C)=CC=CC=1C.[F:24][C:25]([CH3:29])([CH3:28])[CH2:26]O. (4) Given the product [Br:1][C:2]1[C:3]([CH3:10])=[C:4]([NH:9][S:29]([C:23]2[CH:24]=[CH:25][C:26]([F:28])=[CH:27][C:22]=2[F:21])(=[O:31])=[O:30])[C:5]([Cl:8])=[N:6][CH:7]=1, predict the reactants needed to synthesize it. The reactants are: [Br:1][C:2]1[C:3]([CH3:10])=[C:4]([NH2:9])[C:5]([Cl:8])=[N:6][CH:7]=1.[Li+].C[Si]([N-][Si](C)(C)C)(C)C.[F:21][C:22]1[CH:27]=[C:26]([F:28])[CH:25]=[CH:24][C:23]=1[S:29](Cl)(=[O:31])=[O:30]. (5) Given the product [Cl:3][C:4]1[C:13]([O:14][CH2:15][CH2:16][C:17]([F:18])([F:19])[F:20])=[CH:12][C:7]([C:8]([OH:10])=[O:9])=[CH:6][N:5]=1, predict the reactants needed to synthesize it. The reactants are: [OH-].[Li+].[Cl:3][C:4]1[C:13]([O:14][CH2:15][CH2:16][C:17]([F:20])([F:19])[F:18])=[CH:12][C:7]([C:8]([O:10]C)=[O:9])=[CH:6][N:5]=1.Cl. (6) Given the product [F:17][C:16]([F:18])=[C:15]([CH3:19])[CH2:14][CH2:13][CH2:12][CH2:11][SH:10], predict the reactants needed to synthesize it. The reactants are: [H-].[Al+3].[Li+].[H-].[H-].[H-].CN(C)C(=S)[S:10][CH2:11][CH2:12][CH2:13][CH2:14][C:15]([CH3:19])=[C:16]([F:18])[F:17].O.Cl. (7) Given the product [C:1]([O:5][C:6]([N:8]1[CH2:9][C:10]2([CH2:16][CH2:15][N:14]([C:17]3[CH:18]=[N:19][C:20]([NH2:23])=[CH:21][CH:22]=3)[CH2:13][CH2:12]2)[CH2:11]1)=[O:7])([CH3:4])([CH3:2])[CH3:3], predict the reactants needed to synthesize it. The reactants are: [C:1]([O:5][C:6]([N:8]1[CH2:11][C:10]2([CH2:16][CH2:15][N:14]([C:17]3[CH:18]=[N:19][C:20]([N+:23]([O-])=O)=[CH:21][CH:22]=3)[CH2:13][CH2:12]2)[CH2:9]1)=[O:7])([CH3:4])([CH3:3])[CH3:2]. (8) Given the product [C:19]([C:7]1[CH:6]=[CH:5][C:4]([CH:9]([CH3:15])[C:10]([O:12][CH2:13][CH3:14])=[O:11])=[CH:3][C:2]=1[F:1])#[N:21], predict the reactants needed to synthesize it. The reactants are: [F:1][C:2]1[CH:3]=[C:4]([CH:9]([CH3:15])[C:10]([O:12][CH2:13][CH3:14])=[O:11])[CH:5]=[CH:6][C:7]=1I.N#N.C[C:19]([N:21](C)C)=O. (9) Given the product [Cl:1][C:2]1[CH:3]=[C:4]([C:10]2([C:24]([F:26])([F:27])[F:25])[O:14][N:13]=[C:12]([C:15]3[CH:16]=[CH:17][C:18]([F:23])=[C:19]([CH:20]=3)[CH2:21][NH:22][C:34]([CH:28]3[CH2:30][CH2:29]3)=[O:38])[CH2:11]2)[CH:5]=[C:6]([Cl:9])[C:7]=1[F:8], predict the reactants needed to synthesize it. The reactants are: [Cl:1][C:2]1[CH:3]=[C:4]([C:10]2([C:24]([F:27])([F:26])[F:25])[O:14][N:13]=[C:12]([C:15]3[CH:16]=[CH:17][C:18]([F:23])=[C:19]([CH2:21][NH2:22])[CH:20]=3)[CH2:11]2)[CH:5]=[C:6]([Cl:9])[C:7]=1[F:8].[CH2:28]1[CH2:30][CH2:29]1.CN([C:34]([O:38]N1N=NC2C=CC=CC1=2)=[N+](C)C)C.F[P-](F)(F)(F)(F)F.C1C=CC2N(O)N=NC=2C=1.CCN(C(C)C)C(C)C.FC(F)(F)C(O)=O. (10) The reactants are: [F:1][C:2]1[CH:26]=[CH:25][CH:24]=[CH:23][C:3]=1[CH2:4][N:5]1[C:9]2=[N:10][CH:11]=[CH:12][CH:13]=[C:8]2[C:7]([O:14]CC2C=CC=CC=2F)=[N:6]1.Br.O.C([O-])(O)=O.[Na+]. Given the product [F:1][C:2]1[CH:26]=[CH:25][CH:24]=[CH:23][C:3]=1[CH2:4][N:5]1[C:9]2=[N:10][CH:11]=[CH:12][CH:13]=[C:8]2[C:7]([OH:14])=[N:6]1, predict the reactants needed to synthesize it.